The task is: Predict the reactants needed to synthesize the given product.. This data is from Full USPTO retrosynthesis dataset with 1.9M reactions from patents (1976-2016). The reactants are: C[O:2][C:3]1[N:10]=[CH:9][CH:8]=[CH:7][C:4]=1[C:5]#[N:6]. Given the product [OH:2][C:3]1[N:10]=[CH:9][CH:8]=[CH:7][C:4]=1[C:5]#[N:6], predict the reactants needed to synthesize it.